The task is: Predict the reaction yield, written as a fraction of the theoretical maximum amount of product (1.0 means a 100% yield; for example, 0.34 means a 34% yield).. This data is from Reaction yield outcomes from USPTO patents with 853,638 reactions. The reactants are [Br:1][C:2]1[C:9]([CH3:10])=[CH:8][CH:7]=[CH:6][C:3]=1[C:4]#[N:5].[Br:11]N1C(=O)CCC1=O. The catalyst is ClC(Cl)(Cl)Cl. The product is [Br:1][C:2]1[C:9]([CH2:10][Br:11])=[CH:8][CH:7]=[CH:6][C:3]=1[C:4]#[N:5]. The yield is 0.540.